Dataset: Blood-brain barrier penetration binary classification data from Martins et al.. Task: Regression/Classification. Given a drug SMILES string, predict its absorption, distribution, metabolism, or excretion properties. Task type varies by dataset: regression for continuous measurements (e.g., permeability, clearance, half-life) or binary classification for categorical outcomes (e.g., BBB penetration, CYP inhibition). Dataset: bbb_martins. The molecule is CC(=O)[C@]1(N)Cc2c(O)c3c(c(O)c2[C@@H](O[C@H]2C[C@H](O)[C@H](O)CO2)C1)C(=O)c1ccccc1C3=O.[Cl-].[H+]. The result is 0 (does not penetrate BBB).